Dataset: Reaction yield outcomes from USPTO patents with 853,638 reactions. Task: Predict the reaction yield, written as a fraction of the theoretical maximum amount of product (1.0 means a 100% yield; for example, 0.34 means a 34% yield). The reactants are [Br:1][C:2]1[CH:3]=[C:4]2[C:9](=[CH:10][CH:11]=1)[N:8]=[CH:7][C:6]([C:12](=[O:14])[CH3:13])=[C:5]2Cl.[NH2:16][C:17]1[CH:18]=[CH:19][C:20]([N:23]2[CH2:27][CH2:26][CH:25]([N:28]([CH3:36])[C:29](=[O:35])[O:30][C:31]([CH3:34])([CH3:33])[CH3:32])[CH2:24]2)=[N:21][CH:22]=1. No catalyst specified. The product is [C:12]([C:6]1[CH:7]=[N:8][C:9]2[C:4]([C:5]=1[NH:16][C:17]1[CH:18]=[CH:19][C:20]([N:23]3[CH2:27][CH2:26][CH:25]([N:28]([CH3:36])[C:29](=[O:35])[O:30][C:31]([CH3:32])([CH3:33])[CH3:34])[CH2:24]3)=[N:21][CH:22]=1)=[CH:3][C:2]([Br:1])=[CH:11][CH:10]=2)(=[O:14])[CH3:13]. The yield is 0.510.